Dataset: Reaction yield outcomes from USPTO patents with 853,638 reactions. Task: Predict the reaction yield, written as a fraction of the theoretical maximum amount of product (1.0 means a 100% yield; for example, 0.34 means a 34% yield). (1) The reactants are C(N1[CH:12]=[CH:11][N:10]=[CH:9]1)([N:10]1[CH:11]=[CH:12]N=[CH:9]1)=O.[N:13]([CH2:16][CH2:17][CH2:18][C:19](O)=O)=[N+]=[N-].[CH2:22](O)[CH3:23]. The catalyst is CS(C)=O. The product is [NH2:13][C:16]1[C:12]2[C:11]([N:10]=[C:9]3[C:17]=1[CH:18]=[CH:19][CH:23]=[CH:22]3)=[CH:19][CH:18]=[CH:17][CH:16]=2. The yield is 0.100. (2) The reactants are [C:1]([S:4][C:5]1[CH2:12][S:11][C@H:10]2[N:7]([C:8](=[O:26])[C@H:9]2[NH:13][C:14](=[O:25])[CH2:15][S:16][C:17]2[CH:22]=[C:21]([Cl:23])[N:20]=[C:19]([Cl:24])[CH:18]=2)[C:6]=1[C:27]([O:29][CH:30]([C:37]1[CH:42]=[CH:41][CH:40]=[CH:39][CH:38]=1)[C:31]1[CH:36]=[CH:35][CH:34]=[CH:33][CH:32]=1)=[O:28])(=O)C.N1CCOCC1.[Cl:49]CI.C(N(C(C)C)CC)(C)C. The catalyst is CN(C)C=O.C(OC(=O)C)C. The product is [Cl:49][CH2:1][S:4][C:5]1[CH2:12][S:11][C@H:10]2[N:7]([C:8](=[O:26])[C@H:9]2[NH:13][C:14](=[O:25])[CH2:15][S:16][C:17]2[CH:18]=[C:19]([Cl:24])[N:20]=[C:21]([Cl:23])[CH:22]=2)[C:6]=1[C:27]([O:29][CH:30]([C:31]1[CH:32]=[CH:33][CH:34]=[CH:35][CH:36]=1)[C:37]1[CH:38]=[CH:39][CH:40]=[CH:41][CH:42]=1)=[O:28]. The yield is 0.650.